Dataset: Reaction yield outcomes from USPTO patents with 853,638 reactions. Task: Predict the reaction yield, written as a fraction of the theoretical maximum amount of product (1.0 means a 100% yield; for example, 0.34 means a 34% yield). (1) The reactants are [CH3:1][C:2]([CH3:27])([CH3:26])[C@H:3]([NH:8][C:9]([C:11]1[N:12]=[C:13]([C:20]2[CH:25]=[CH:24][CH:23]=[CH:22][CH:21]=2)[N:14]2[CH2:19][CH2:18][NH:17][CH2:16][C:15]=12)=[O:10])[C:4]([NH:6][CH3:7])=[O:5].[CH2:28]([S:30](Cl)(=[O:32])=[O:31])[CH3:29].CCN(C(C)C)C(C)C. The catalyst is C(Cl)Cl. The product is [CH3:1][C:2]([CH3:27])([CH3:26])[C@H:3]([NH:8][C:9]([C:11]1[N:12]=[C:13]([C:20]2[CH:21]=[CH:22][CH:23]=[CH:24][CH:25]=2)[N:14]2[CH2:19][CH2:18][N:17]([S:30]([CH2:28][CH3:29])(=[O:32])=[O:31])[CH2:16][C:15]=12)=[O:10])[C:4]([NH:6][CH3:7])=[O:5]. The yield is 0.690. (2) The reactants are [NH2:1][C:2]1[C:3]([NH:9][CH2:10][C@H:11]([NH:15][C:16]([O:18][C:19]([CH3:22])([CH3:21])[CH3:20])=[O:17])[C:12](O)=[O:13])=[N:4][CH:5]=[N:6][C:7]=1[Cl:8].CN(C(ON1N=NC2C=CC=NC1=2)=[N+](C)C)C.F[P-](F)(F)(F)(F)F.CCN(C(C)C)C(C)C.O. The catalyst is CS(C)=O. The product is [C:19]([O:18][C:16](=[O:17])[NH:15][C@H:11]1[CH2:10][NH:9][C:3]2[N:4]=[CH:5][N:6]=[C:7]([Cl:8])[C:2]=2[NH:1][C:12]1=[O:13])([CH3:22])([CH3:21])[CH3:20]. The yield is 0.436. (3) The reactants are [CH2:1]([O:3][C:4](=[O:18])[CH2:5][C:6]([C:8]1[C:9](OC)=[N:10][C:11]([S:14][CH3:15])=[N:12][CH:13]=1)=[O:7])[CH3:2].[C:19](OC(=O)C)(=O)C.C(OC(OCC)OCC)C.[C:36]([C:38]1[CH:43]=[CH:42][C:41]([NH2:44])=[CH:40][CH:39]=1)#[CH:37].C([O-])([O-])=O.[K+].[K+]. No catalyst specified. The product is [CH2:1]([O:3][C:4]([C:5]1[C:6](=[O:7])[C:8]2[CH:13]=[N:12][C:11]([S:14][CH3:15])=[N:10][C:9]=2[N:44]([C:41]2[CH:42]=[CH:43][C:38]([C:36]#[CH:37])=[CH:39][CH:40]=2)[CH:19]=1)=[O:18])[CH3:2]. The yield is 0.710. (4) The reactants are [NH2:1][C:2]1[C:3]([C:7]2[N:8]([CH2:27][CH3:28])[C:9]3[C:14]([C:15](O)=[O:16])=[C:13]([O:18][C:19]4[CH:24]=[CH:23][C:22]([F:25])=[CH:21][CH:20]=4)[N:12]=[CH:11][C:10]=3[N:26]=2)=[N:4][O:5][N:6]=1.[C:29]([C:36]1[NH:37][CH:38]=CN=1)([C:31]1[NH:32]C=CN=1)=O.C([C@H]1CCN(N)C1)(OC(C)(C)C)=O.C(O)(C(F)(F)F)=O. The catalyst is CN(C=O)C.C(Cl)Cl.O. The product is [NH2:32][C@H:31]1[CH2:29][CH2:36][N:37]([C:15]([C:14]2[C:9]3[N:8]([CH2:27][CH3:28])[C:7]([C:3]4[C:2]([NH2:1])=[N:6][O:5][N:4]=4)=[N:26][C:10]=3[CH:11]=[N:12][C:13]=2[O:18][C:19]2[CH:24]=[CH:23][C:22]([F:25])=[CH:21][CH:20]=2)=[O:16])[CH2:38]1. The yield is 0.390. (5) The reactants are Br[C:2]1[C:3]([CH3:17])=[C:4]([O:14][CH2:15][CH3:16])[C:5]2[O:9][C:8]([CH3:11])([CH3:10])[CH2:7][C:6]=2[C:12]=1[CH3:13].[CH3:18][C:19]1[CH:24]=[CH:23][C:22]([N:25]2[CH2:30][CH2:29][NH:28][CH2:27][CH2:26]2)=[CH:21][CH:20]=1. No catalyst specified. The product is [CH2:15]([O:14][C:4]1[C:5]2[O:9][C:8]([CH3:11])([CH3:10])[CH2:7][C:6]=2[C:12]([CH3:13])=[C:2]([N:28]2[CH2:29][CH2:30][N:25]([C:22]3[CH:23]=[CH:24][C:19]([CH3:18])=[CH:20][CH:21]=3)[CH2:26][CH2:27]2)[C:3]=1[CH3:17])[CH3:16]. The yield is 0.230.